Dataset: Full USPTO retrosynthesis dataset with 1.9M reactions from patents (1976-2016). Task: Predict the reactants needed to synthesize the given product. (1) Given the product [Br:1][C:2]1[CH:3]=[C:4]([NH:11][C:12]([NH:15][CH3:18])=[O:22])[C:5]2[N:6]([CH:8]=[CH:9][N:10]=2)[CH:7]=1, predict the reactants needed to synthesize it. The reactants are: [Br:1][C:2]1[CH:3]=[C:4]([NH2:11])[C:5]2[N:6]([CH:8]=[CH:9][N:10]=2)[CH:7]=1.[CH:12]([N:15]([CH:18](C)C)CC)(C)C.C(Cl)(Cl)=[O:22].C1(C)C=CC=CC=1.CN. (2) Given the product [F:1][C:2]1[CH:7]=[CH:6][C:5]([CH3:8])=[CH:4][C:3]=1[NH:9][C:10]1[N:15]2[N:16]=[CH:17][C:18]([C:19]([NH:43][S:40]([CH:37]3[CH2:39][CH2:38]3)(=[O:42])=[O:41])=[O:20])=[C:14]2[N:13]=[CH:12][C:11]=1[C:22]([N:24]1[CH2:29][CH2:28][CH:27]([C:30]2[CH:35]=[CH:34][C:33]([F:36])=[CH:32][CH:31]=2)[CH2:26][CH2:25]1)=[O:23], predict the reactants needed to synthesize it. The reactants are: [F:1][C:2]1[CH:7]=[CH:6][C:5]([CH3:8])=[CH:4][C:3]=1[NH:9][C:10]1[N:15]2[N:16]=[CH:17][C:18]([C:19](O)=[O:20])=[C:14]2[N:13]=[CH:12][C:11]=1[C:22]([N:24]1[CH2:29][CH2:28][CH:27]([C:30]2[CH:35]=[CH:34][C:33]([F:36])=[CH:32][CH:31]=2)[CH2:26][CH2:25]1)=[O:23].[CH:37]1([S:40]([NH2:43])(=[O:42])=[O:41])[CH2:39][CH2:38]1. (3) Given the product [NH:2]1[CH:3]=[C:4]([C:6]2[N:7]=[N:8][C:9]3[CH:15]=[CH:14][CH:13]=[CH:12][C:10]=3[N:11]=2)[CH:5]=[N:1]1, predict the reactants needed to synthesize it. The reactants are: [NH:1]1[CH:5]=[C:4]([C:6]2[N:7]=[N+:8]([O-])[C:9]3[CH:15]=[CH:14][CH:13]=[CH:12][C:10]=3[N:11]=2)[CH:3]=[N:2]1. (4) Given the product [NH2:1][C:2]1[C:7]2[C:8](=[O:20])[N:9]([C:13]3[CH:18]=[CH:17][C:16]([C:33]4[CH:32]=[CH:31][C:24]([CH2:25][NH:26][S:27]([CH3:30])(=[O:29])=[O:28])=[CH:23][C:22]=4[Cl:21])=[CH:15][CH:14]=3)[CH2:10][CH2:11][O:12][C:6]=2[N:5]=[CH:4][N:3]=1, predict the reactants needed to synthesize it. The reactants are: [NH2:1][C:2]1[C:7]2[C:8](=[O:20])[N:9]([C:13]3[CH:18]=[CH:17][C:16](Br)=[CH:15][CH:14]=3)[CH2:10][CH2:11][O:12][C:6]=2[N:5]=[CH:4][N:3]=1.[Cl:21][C:22]1[CH:23]=[C:24]([CH:31]=[CH:32][C:33]=1B1OC(C)(C)C(C)(C)O1)[CH2:25][NH:26][S:27]([CH3:30])(=[O:29])=[O:28].P([O-])([O-])([O-])=O.[K+].[K+].[K+].CO.